Dataset: Forward reaction prediction with 1.9M reactions from USPTO patents (1976-2016). Task: Predict the product of the given reaction. (1) Given the reactants [F-].[K+].C1N2CCOCCOCCN(CCOCCOCC2)CCOCCOC1.Cl[C:30]1[CH:35]=[CH:34][N:33]=[C:32]([CH3:36])[C:31]=1[F:37].[H-].[Na+].[CH:40]1([N:44]2[CH2:50][CH2:49][CH2:48][N:47]([C:51]([N:53]3[CH2:56][CH:55]([OH:57])[CH2:54]3)=[O:52])[CH2:46][CH2:45]2)[CH2:43][CH2:42][CH2:41]1, predict the reaction product. The product is: [CH:40]1([N:44]2[CH2:50][CH2:49][CH2:48][N:47]([C:51]([N:53]3[CH2:54][CH:55]([O:57][C:30]4[CH:35]=[CH:34][N:33]=[C:32]([CH3:36])[C:31]=4[F:37])[CH2:56]3)=[O:52])[CH2:46][CH2:45]2)[CH2:43][CH2:42][CH2:41]1. (2) Given the reactants [CH3:1][S:2]([N:5]1[CH2:10][CH:9]=[C:8]([C:11]2[CH:12]=[C:13]3[CH2:19][C@@:18]([CH3:26])([CH:20]4[CH2:25][CH2:24][NH:23][CH2:22][CH2:21]4)[O:17][C:14]3=[CH:15][N:16]=2)[CH2:7][CH2:6]1)(=[O:4])=[O:3].[F:27][C:28]([F:39])([F:38])[C:29]1([CH2:32]OS(C)(=O)=O)[CH2:31][CH2:30]1, predict the reaction product. The product is: [CH3:1][S:2]([N:5]1[CH2:6][CH:7]=[C:8]([C:11]2[CH:12]=[C:13]3[CH2:19][C@:18]([CH3:26])([CH:20]4[CH2:25][CH2:24][N:23]([CH2:32][C:29]5([C:28]([F:39])([F:38])[F:27])[CH2:31][CH2:30]5)[CH2:22][CH2:21]4)[O:17][C:14]3=[CH:15][N:16]=2)[CH2:9][CH2:10]1)(=[O:3])=[O:4]. (3) Given the reactants [CH3:1][C:2]1[C:6]([CH3:7])=[C:5]([NH:8][C:9](=[O:16])OCC(Cl)(Cl)Cl)[O:4][N:3]=1.[F:17][C:18]1[CH:23]=[C:22]([F:24])[CH:21]=[CH:20][C:19]=1[C:25]1[CH:30]=[N:29][CH:28]=[C:27]([N:31]2[CH2:36][CH2:35][NH:34][CH2:33][CH2:32]2)[N:26]=1, predict the reaction product. The product is: [F:17][C:18]1[CH:23]=[C:22]([F:24])[CH:21]=[CH:20][C:19]=1[C:25]1[N:26]=[C:27]([N:31]2[CH2:32][CH2:33][N:34]([C:9]([NH:8][C:5]3[O:4][N:3]=[C:2]([CH3:1])[C:6]=3[CH3:7])=[O:16])[CH2:35][CH2:36]2)[CH:28]=[N:29][CH:30]=1. (4) Given the reactants CC(C)([O-])C.[K+].O1CCCC1.[Cl:12][C:13]1[CH:22]=[C:21]([O:23][C@H:24]2[CH2:41][O:40][C@@H:26]([CH2:27][O:28]C(=O)C3C=CC([N+]([O-])=O)=CC=3)[CH2:25]2)[C:20]([Cl:42])=[C:19]2[C:14]=1[CH2:15][CH2:16][NH:17][C:18]2=[O:43].[CH2:44]([O:51][C:52]1[C:57]([CH2:58]Cl)=[C:56]([CH3:60])[CH:55]=[C:54]([CH3:61])[N:53]=1)[C:45]1[CH:50]=[CH:49][CH:48]=[CH:47][CH:46]=1, predict the reaction product. The product is: [CH2:44]([O:51][C:52]1[C:57]([CH2:58][N:17]2[CH2:16][CH2:15][C:14]3[C:19](=[C:20]([Cl:42])[C:21]([O:23][C@@H:24]4[CH2:25][C@H:26]([CH2:27][OH:28])[O:40][CH2:41]4)=[CH:22][C:13]=3[Cl:12])[C:18]2=[O:43])=[C:56]([CH3:60])[CH:55]=[C:54]([CH3:61])[N:53]=1)[C:45]1[CH:50]=[CH:49][CH:48]=[CH:47][CH:46]=1. (5) Given the reactants [CH2:1]([O:8][C:9]1[CH:18]=[C:17]2[C:12]([C:13](Cl)=[N:14][CH:15]=[N:16]2)=[CH:11][C:10]=1[O:20][CH3:21])[C:2]1[CH:7]=[CH:6][CH:5]=[CH:4][CH:3]=1.[OH:22][C:23]1[CH:24]=[C:25]2[C:29](=[CH:30][CH:31]=1)[NH:28][CH:27]=[CH:26]2.C(=O)([O-])[O-].[K+].[K+], predict the reaction product. The product is: [CH2:1]([O:8][C:9]1[CH:18]=[C:17]2[C:12]([C:13]([O:22][C:23]3[CH:24]=[C:25]4[C:29](=[CH:30][CH:31]=3)[NH:28][CH:27]=[CH:26]4)=[N:14][CH:15]=[N:16]2)=[CH:11][C:10]=1[O:20][CH3:21])[C:2]1[CH:7]=[CH:6][CH:5]=[CH:4][CH:3]=1. (6) Given the reactants [NH2:1][C:2]1[CH:10]=[C:9]([Cl:11])[CH:8]=[CH:7][C:3]=1[C:4]([OH:6])=O.[NH2:12][CH2:13][CH2:14][CH2:15][C@H:16]1[O:20][C:19](=[O:21])[N:18]([C:22]2[CH:23]=[CH:24][C:25]3[S:30][CH2:29][C:28](=[O:31])[NH:27][C:26]=3[CH:32]=2)[CH2:17]1, predict the reaction product. The product is: [NH2:1][C:2]1[CH:10]=[C:9]([Cl:11])[CH:8]=[CH:7][C:3]=1[C:4]([NH:12][CH2:13][CH2:14][CH2:15][C@H:16]1[O:20][C:19](=[O:21])[N:18]([C:22]2[CH:23]=[CH:24][C:25]3[S:30][CH2:29][C:28](=[O:31])[NH:27][C:26]=3[CH:32]=2)[CH2:17]1)=[O:6].